Dataset: Reaction yield outcomes from USPTO patents with 853,638 reactions. Task: Predict the reaction yield, written as a fraction of the theoretical maximum amount of product (1.0 means a 100% yield; for example, 0.34 means a 34% yield). (1) The reactants are [H-].[Na+].[CH2:3]([O:5][C:6]1[CH:13]=[CH:12][C:9]([CH:10]=O)=[CH:8][CH:7]=1)[CH3:4].P(=O)([O-])[O-].[C@H:18](O)([C:24]([O-:26])=[O:25])[C@@H:18](O)[C:24]([O-:26])=[O:25].[Na+].[K+].[CH2:30]1COCC1. The product is [CH2:3]([O:5][C:6]1[CH:13]=[CH:12][C:9](/[CH:10]=[CH:18]/[C:24]([O:26][CH3:30])=[O:25])=[CH:8][CH:7]=1)[CH3:4]. The catalyst is C1(C)C=CC=CC=1.O.C(Cl)Cl. The yield is 0.950. (2) The reactants are [F:1][CH:2]([F:23])[O:3][C:4]1[CH:9]=[CH:8][C:7]([C:10]2[CH:18]=[CH:17][CH:16]=[C:15]3[C:11]=2[CH2:12][CH2:13][C:14]3=[O:19])=[C:6]([OH:20])[C:5]=1[O:21][CH3:22].C(=O)([O-])[O-].[K+].[K+].[CH2:30](Br)[CH:31]([CH3:33])[CH3:32]. The catalyst is C(#N)C. The product is [F:1][CH:2]([F:23])[O:3][C:4]1[CH:9]=[CH:8][C:7]([C:10]2[CH:18]=[CH:17][CH:16]=[C:15]3[C:11]=2[CH2:12][CH2:13][C:14]3=[O:19])=[C:6]([O:20][CH2:30][CH:31]([CH3:33])[CH3:32])[C:5]=1[O:21][CH3:22]. The yield is 0.430. (3) The reactants are C1(C(=[N:14][C:15]2[CH:24]=[CH:23][C:22]([O:25][CH3:26])=[C:21]3[C:16]=2[CH2:17][CH2:18][C@H:19]([NH:27][C:28](=[O:33])[C:29]([F:32])([F:31])[F:30])[CH2:20]3)C2C=CC=CC=2)C=CC=CC=1.Cl. The catalyst is C1COCC1. The product is [NH2:14][C:15]1[CH:24]=[CH:23][C:22]([O:25][CH3:26])=[C:21]2[C:16]=1[CH2:17][CH2:18][C@H:19]([NH:27][C:28](=[O:33])[C:29]([F:30])([F:31])[F:32])[CH2:20]2. The yield is 0.550. (4) The reactants are [CH3:1][S:2]([C:5]1[CH:10]=[CH:9][C:8]([C:11]2[N:16]=[C:15]([C:17]([F:20])([F:19])[F:18])[N:14]=[C:13]([N:21]3[CH2:26][CH2:25][NH:24][CH2:23][CH2:22]3)[C:12]=2[C:27]2[CH:32]=[CH:31][CH:30]=[CH:29][CH:28]=2)=[CH:7][CH:6]=1)(=[O:4])=[O:3].[S:33]1[CH:37]=[CH:36][CH:35]=[C:34]1[C:38](O)=[O:39].CCN=C=NCCCN(C)C.C1C=CC2N(O)N=NC=2C=1. The catalyst is CN(C)C=O.C(OCC)(=O)C. The product is [CH3:1][S:2]([C:5]1[CH:6]=[CH:7][C:8]([C:11]2[N:16]=[C:15]([C:17]([F:20])([F:19])[F:18])[N:14]=[C:13]([N:21]3[CH2:22][CH2:23][N:24]([C:38]([C:34]4[S:33][CH:37]=[CH:36][CH:35]=4)=[O:39])[CH2:25][CH2:26]3)[C:12]=2[C:27]2[CH:32]=[CH:31][CH:30]=[CH:29][CH:28]=2)=[CH:9][CH:10]=1)(=[O:4])=[O:3]. The yield is 0.486.